This data is from Peptide-MHC class II binding affinity with 134,281 pairs from IEDB. The task is: Regression. Given a peptide amino acid sequence and an MHC pseudo amino acid sequence, predict their binding affinity value. This is MHC class II binding data. (1) The peptide sequence is NGSMRVFVDVIRALD. The MHC is HLA-DQA10501-DQB10201 with pseudo-sequence HLA-DQA10501-DQB10201. The binding affinity (normalized) is 0.265. (2) The peptide sequence is NFRFMSKGGMRNVFD. The MHC is DRB5_0101 with pseudo-sequence DRB5_0101. The binding affinity (normalized) is 0.661. (3) The peptide sequence is KFLEPKVKFGHVSIN. The MHC is DRB1_0101 with pseudo-sequence DRB1_0101. The binding affinity (normalized) is 0.407.